Dataset: Reaction yield outcomes from USPTO patents with 853,638 reactions. Task: Predict the reaction yield, written as a fraction of the theoretical maximum amount of product (1.0 means a 100% yield; for example, 0.34 means a 34% yield). (1) The reactants are [CH3:1][NH:2][C@@H:3]1[C:8]2[CH:9]=[CH:10][CH:11]=[CH:12][C:7]=2[C@H:6]([C:13]2[CH:14]=[CH:15][C:16]([Cl:20])=[C:17]([Cl:19])[CH:18]=2)[CH2:5][CH2:4]1.[ClH:21].CN1CCCC1=O. The catalyst is C(#N)C. The product is [CH3:1][NH:2][C@@H:3]1[C:8]2[CH:9]=[CH:10][CH:11]=[CH:12][C:7]=2[C@H:6]([C:13]2[CH:14]=[CH:15][C:16]([Cl:20])=[C:17]([Cl:19])[CH:18]=2)[CH2:5][CH2:4]1.[ClH:21]. The yield is 0.950. (2) The reactants are [CH3:1][N:2]([C@@H:10]([CH3:34])[C:11]([NH:13][C@H:14]1[C@H:20]([CH3:21])[N:19]([C:22](=[O:28])[CH2:23][S:24]([CH3:27])(=[O:26])=[O:25])[C:18]2[CH:29]=[CH:30][CH:31]=[CH:32][C:17]=2[NH:16][C:15]1=[O:33])=[O:12])[C:3](=[O:9])[O:4][C:5]([CH3:8])([CH3:7])[CH3:6].[Br:35][C:36]1[CH:45]=[CH:44][CH:43]=[C:42]2[C:37]=1[CH:38]=[CH:39][C:40]([O:48][CH3:49])=[C:41]2[CH2:46]Cl.C(=O)([O-])[O-].[Cs+].[Cs+].[I-].[Na+]. The catalyst is CN(C=O)C.CCOC(C)=O. The product is [Br:35][C:36]1[CH:45]=[CH:44][CH:43]=[C:42]2[C:37]=1[CH:38]=[CH:39][C:40]([O:48][CH3:49])=[C:41]2[CH2:46][N:16]1[C:15](=[O:33])[C@@H:14]([NH:13][C:11](=[O:12])[C@@H:10]([N:2]([CH3:1])[C:3](=[O:9])[O:4][C:5]([CH3:6])([CH3:7])[CH3:8])[CH3:34])[C@H:20]([CH3:21])[N:19]([C:22](=[O:28])[CH2:23][S:24]([CH3:27])(=[O:25])=[O:26])[C:18]2[CH:29]=[CH:30][CH:31]=[CH:32][C:17]1=2. The yield is 0.500. (3) The reactants are [N+:1]([C:4]1[CH:5]=[C:6]([C:21]2[S:25][C:24]([C:26]([S:29]([NH2:32])(=[O:31])=[O:30])([CH3:28])[CH3:27])=[N:23][CH:22]=2)[CH:7]=[C:8]([NH:10][C:11]2[N:16]=[C:15]([C:17]([F:20])([F:19])[F:18])[CH:14]=[CH:13][N:12]=2)[CH:9]=1)([O-])=O. The catalyst is CO. The product is [NH2:1][C:4]1[CH:5]=[C:6]([C:21]2[S:25][C:24]([C:26]([S:29]([NH2:32])(=[O:31])=[O:30])([CH3:28])[CH3:27])=[N:23][CH:22]=2)[CH:7]=[C:8]([NH:10][C:11]2[N:16]=[C:15]([C:17]([F:19])([F:18])[F:20])[CH:14]=[CH:13][N:12]=2)[CH:9]=1. The yield is 0.620.